Dataset: Forward reaction prediction with 1.9M reactions from USPTO patents (1976-2016). Task: Predict the product of the given reaction. (1) Given the reactants [NH2:1][N:2]1[C:7](=[O:8])[C:6]([CH3:9])=[N:5][N:4]=[C:3]1[SH:10].[OH-].[Na+].[CH2:13](Cl)[C:14]1[CH:19]=[CH:18][CH:17]=[CH:16][CH:15]=1, predict the reaction product. The product is: [NH2:1][N:2]1[C:7](=[O:8])[C:6]([CH3:9])=[N:5][N:4]=[C:3]1[S:10][CH2:13][C:14]1[CH:19]=[CH:18][CH:17]=[CH:16][CH:15]=1. (2) Given the reactants Cl.NC1C=C(C(F)(F)F)C=CC=1S.[F:14][C:15]([F:26])([F:25])[C:16]1[CH:17]=[CH:18][C:19]2[S:23][CH2:22][NH:21][C:20]=2[CH:24]=1.C=O.[Cl:29][C:30]1[CH:31]=[C:32]([CH:36]=[C:37]([Cl:41])[C:38]=1[O:39][CH3:40])[C:33](Cl)=[O:34], predict the reaction product. The product is: [Cl:29][C:30]1[CH:31]=[C:32]([CH:36]=[C:37]([Cl:41])[C:38]=1[O:39][CH3:40])[C:33]([N:21]1[C:20]2[CH:24]=[C:16]([C:15]([F:14])([F:25])[F:26])[CH:17]=[CH:18][C:19]=2[S:23][CH2:22]1)=[O:34]. (3) Given the reactants [O:1]([C:8]1[CH:9]=[CH:10][C:11]([C:14]([OH:16])=O)=[N:12][CH:13]=1)[C:2]1[CH:7]=[CH:6][CH:5]=[CH:4][CH:3]=1.[Mg+].[C:18]([O:24][CH2:25][C:26]1[CH:31]=[CH:30][CH:29]=[CH:28][CH:27]=1)(=[O:23])[CH2:19]C([O-])=O, predict the reaction product. The product is: [O:16]=[C:14]([C:11]1[CH:10]=[CH:9][C:8]([O:1][C:2]2[CH:3]=[CH:4][CH:5]=[CH:6][CH:7]=2)=[CH:13][N:12]=1)[CH2:19][C:18]([O:24][CH2:25][C:26]1[CH:31]=[CH:30][CH:29]=[CH:28][CH:27]=1)=[O:23].